This data is from Catalyst prediction with 721,799 reactions and 888 catalyst types from USPTO. The task is: Predict which catalyst facilitates the given reaction. (1) Reactant: CCN(C(C)C)C(C)C.[CH:10]1([C:16](Cl)=[O:17])[CH2:15][CH2:14][CH2:13][CH2:12][CH2:11]1.O1CCCCC1[N:25]1[CH:33]=[C:32]2[C:27]([CH:28]=[C:29]([C:35]3[CH:40]=[CH:39][C:38]([O:41]C4CCCCO4)=[CH:37][CH:36]=3)[CH:30]=[C:31]2[NH2:34])=[N:26]1.[OH-].[Na+]. Product: [OH:41][C:38]1[CH:37]=[CH:36][C:35]([C:29]2[CH:28]=[C:27]3[C:32]([CH:33]=[N:25][NH:26]3)=[C:31]([NH:34][C:16]([CH:10]3[CH2:15][CH2:14][CH2:13][CH2:12][CH2:11]3)=[O:17])[CH:30]=2)=[CH:40][CH:39]=1. The catalyst class is: 2. (2) Reactant: [C:1]([NH:4][C:5]1[N:10]=[CH:9][C:8]([NH:11][C:12](=[O:19])OCC(Cl)(Cl)Cl)=[CH:7][CH:6]=1)(=[O:3])[CH3:2].[F:20][C:21]1[C:26]([F:27])=[CH:25][CH:24]=[CH:23][C:22]=1[C:28]1[N:29]=[C:30]([N:33]2[CH2:38][CH2:37][NH:36][CH2:35][CH2:34]2)[S:31][CH:32]=1.C(N(C(C)C)CC)(C)C.O. Product: [C:1]([NH:4][C:5]1[N:10]=[CH:9][C:8]([NH:11][C:12]([N:36]2[CH2:37][CH2:38][N:33]([C:30]3[S:31][CH:32]=[C:28]([C:22]4[CH:23]=[CH:24][CH:25]=[C:26]([F:27])[C:21]=4[F:20])[N:29]=3)[CH2:34][CH2:35]2)=[O:19])=[CH:7][CH:6]=1)(=[O:3])[CH3:2]. The catalyst class is: 16. (3) Reactant: C[N:2]([CH:4]=[O:5])C.[NH2:6][C:7]1[CH:16]=[CH:15][C:10](C(OC)=O)=[CH:9][C:8]=1[Cl:17].C(N)=O.C[O-].[Na+]. Product: [NH2:6][C:7]1[CH:16]=[CH:15][C:10]([C:4]([NH2:2])=[O:5])=[CH:9][C:8]=1[Cl:17]. The catalyst class is: 41. (4) Product: [CH2:1]([CH:3]([C:6]1[C:7]2[N:8]([CH:15]=[C:16]([CH3:17])[N:13]=2)[N:9]=[C:10]([CH3:12])[CH:11]=1)[CH2:4][CH3:5])[CH3:2]. Reactant: [CH2:1]([CH:3]([C:6]1[CH:11]=[C:10]([CH3:12])[N:9]=[N:8][C:7]=1[NH2:13])[CH2:4][CH3:5])[CH3:2].Cl[CH2:15][C:16](=O)[CH3:17].C(=O)(O)[O-].[Na+]. The catalyst class is: 8.